This data is from Catalyst prediction with 721,799 reactions and 888 catalyst types from USPTO. The task is: Predict which catalyst facilitates the given reaction. (1) The catalyst class is: 254. Reactant: [OH:1][C:2]1[C:7]([C:8]#[N:9])=[CH:6][N:5]=[C:4]2[S:10][CH:11]=[CH:12][C:3]=12.FC(F)(F)C(O[I:18](C1C=CC=CC=1)OC(=O)C(F)(F)F)=O.II.ICl.C([O-])(=O)C.[Na+]. Product: [OH:1][C:2]1[C:7]([C:8]#[N:9])=[CH:6][N:5]=[C:4]2[S:10][C:11]([I:18])=[CH:12][C:3]=12. (2) Reactant: [CH2:1]([OH:7])[CH2:2][O:3][CH2:4][CH2:5][OH:6].[Br:8][CH2:9][CH2:10][CH2:11][CH2:12][CH2:13][C:14]([OH:16])=O. Product: [Br:8][CH2:9][CH2:10][CH2:11][CH2:12][CH2:13][C:14]([O:7][CH2:1][CH2:2][O:3][CH2:4][CH2:5][O:6][C:14](=[O:16])[CH2:13][CH2:12][CH2:11][CH2:10][CH2:9][Br:8])=[O:16]. The catalyst class is: 626. (3) Reactant: Br[C:2]1[CH:7]=[CH:6][C:5]([C:8]2[O:12][N:11]=[C:10]([CH3:13])[C:9]=2[CH:14]([OH:19])[CH:15]([CH3:18])[CH:16]=[CH2:17])=[CH:4][CH:3]=1.[CH2:20]([O:22][C:23]([C:25]1([C:28]2[CH:33]=[CH:32][C:31](B3OC(C)(C)C(C)(C)O3)=[CH:30][CH:29]=2)[CH2:27][CH2:26]1)=[O:24])[CH3:21]. Product: [CH2:20]([O:22][C:23]([C:25]1([C:28]2[CH:33]=[CH:32][C:31]([C:2]3[CH:7]=[CH:6][C:5]([C:8]4[O:12][N:11]=[C:10]([CH3:13])[C:9]=4[CH:14]([OH:19])[CH:15]([CH3:18])[CH:16]=[CH2:17])=[CH:4][CH:3]=3)=[CH:30][CH:29]=2)[CH2:26][CH2:27]1)=[O:24])[CH3:21]. The catalyst class is: 235. (4) Reactant: [OH:1][C:2]1[CH:7]=[CH:6][C:5]([C:8]2[CH:9]=[C:10]([CH:14]([NH:20][C:21]([C@@H:23]3[CH2:28][CH2:27][CH2:26][N:25]([C:29](=[O:45])[CH2:30][CH2:31][CH:32]4[CH2:37][CH2:36][N:35]([C:38]([O:40][C:41]([CH3:44])([CH3:43])[CH3:42])=[O:39])[CH2:34][CH2:33]4)[CH2:24]3)=[O:22])[CH2:15][C:16]([O:18][CH3:19])=[O:17])[CH:11]=[N:12][CH:13]=2)=[CH:4][CH:3]=1.C(=O)([O-])[O-].[Cs+].[Cs+].I[CH2:53][CH2:54][F:55]. Product: [F:55][CH2:54][CH2:53][O:1][C:2]1[CH:3]=[CH:4][C:5]([C:8]2[CH:9]=[C:10]([CH:14]([NH:20][C:21]([C@@H:23]3[CH2:28][CH2:27][CH2:26][N:25]([C:29](=[O:45])[CH2:30][CH2:31][CH:32]4[CH2:33][CH2:34][N:35]([C:38]([O:40][C:41]([CH3:42])([CH3:44])[CH3:43])=[O:39])[CH2:36][CH2:37]4)[CH2:24]3)=[O:22])[CH2:15][C:16]([O:18][CH3:19])=[O:17])[CH:11]=[N:12][CH:13]=2)=[CH:6][CH:7]=1. The catalyst class is: 30. (5) Reactant: [N:1]1[CH:6]=[CH:5][C:4]([C:7]2[N:11]3[N:12]=[C:13]([NH:16][C:17]4[CH:18]=[C:19]([CH:32]=[CH:33][CH:34]=4)[CH2:20][N:21]4C(=O)C5C(=CC=CC=5)C4=O)[CH:14]=[CH:15][C:10]3=[N:9][CH:8]=2)=[CH:3][CH:2]=1.O.NN. Product: [NH2:21][CH2:20][C:19]1[CH:18]=[C:17]([NH:16][C:13]2[CH:14]=[CH:15][C:10]3[N:11]([C:7]([C:4]4[CH:3]=[CH:2][N:1]=[CH:6][CH:5]=4)=[CH:8][N:9]=3)[N:12]=2)[CH:34]=[CH:33][CH:32]=1. The catalyst class is: 199. (6) Reactant: [Si:1]([O:18][CH2:19][CH2:20][C:21]1[N:30]=[CH:29][C:28]2[CH:27](O)[CH2:26][CH2:25][CH2:24][C:23]=2[N:22]=1)([C:14]([CH3:17])([CH3:16])[CH3:15])([C:8]1[CH:13]=[CH:12][CH:11]=[CH:10][CH:9]=1)[C:2]1[CH:7]=[CH:6][CH:5]=[CH:4][CH:3]=1.C1C=CC(P([N:46]=[N+:47]=[N-:48])(C2C=CC=CC=2)=O)=CC=1.C1CCN2C(=NCCC2)CC1. Product: [N:46]([CH:27]1[CH2:26][CH2:25][CH2:24][C:23]2[N:22]=[C:21]([CH2:20][CH2:19][O:18][Si:1]([C:14]([CH3:16])([CH3:17])[CH3:15])([C:2]3[CH:3]=[CH:4][CH:5]=[CH:6][CH:7]=3)[C:8]3[CH:13]=[CH:12][CH:11]=[CH:10][CH:9]=3)[N:30]=[CH:29][C:28]1=2)=[N+:47]=[N-:48]. The catalyst class is: 11. (7) Reactant: [H-].[Na+].[NH:3]1[CH:7]=[CH:6][N:5]=[CH:4]1.[F:8][C:9]1[CH:10]=[C:11]([C:16]2[CH2:20][CH:19]([CH2:21][N:22]3[CH:26]=[CH:25][N:24]=[N:23]3)[O:18][N:17]=2)[CH:12]=[CH:13][C:14]=1F. Product: [F:8][C:9]1[CH:10]=[C:11]([C:16]2[CH2:20][CH:19]([CH2:21][N:22]3[CH:26]=[CH:25][N:24]=[N:23]3)[O:18][N:17]=2)[CH:12]=[CH:13][C:14]=1[N:3]1[CH:7]=[CH:6][N:5]=[CH:4]1. The catalyst class is: 9.